This data is from Catalyst prediction with 721,799 reactions and 888 catalyst types from USPTO. The task is: Predict which catalyst facilitates the given reaction. Reactant: [CH3:1][C:2]12[CH2:25][CH:6]([N:7]([C:9]([C:11]3[CH:16]=[CH:15][C:14]([N:17]4[CH2:21][CH2:20][CH:19]([C:22](O)=[O:23])[CH2:18]4)=[CH:13][CH:12]=3)=[O:10])[CH2:8]1)[CH2:5][C:4]([CH3:27])([CH3:26])[CH2:3]2.C1C=CC2N(O)N=NC=2C=1.CCN=C=NCCCN(C)C.CCN(C(C)C)C(C)C.[NH:58]1[CH2:63][CH2:62][O:61][CH2:60][CH2:59]1. Product: [N:58]1([C:22]([CH:19]2[CH2:20][CH2:21][N:17]([C:14]3[CH:13]=[CH:12][C:11]([C:9]([N:7]4[CH2:27][C:4]5([CH3:26])[CH2:5][CH:6]4[CH2:25][C:2]([CH3:1])([CH3:8])[CH2:3]5)=[O:10])=[CH:16][CH:15]=3)[CH2:18]2)=[O:23])[CH2:63][CH2:62][O:61][CH2:60][CH2:59]1. The catalyst class is: 1.